The task is: Predict the reactants needed to synthesize the given product.. This data is from Full USPTO retrosynthesis dataset with 1.9M reactions from patents (1976-2016). (1) Given the product [Cl:25][C:26]1[CH:27]=[C:28]([C:34]2([C:49]([F:51])([F:52])[F:50])[O:38][N:37]=[C:36]([C:39]3[CH:47]=[CH:46][C:42]([C:43]([NH:54][CH2:55][C:56]4[CH:67]=[CH:66][C:59]5[B:60]([OH:65])[O:61][C:62]([CH3:64])([CH3:63])[C:58]=5[CH:57]=4)=[O:45])=[C:41]([CH3:48])[CH:40]=3)[CH2:35]2)[CH:29]=[C:30]([Cl:33])[C:31]=1[F:32], predict the reactants needed to synthesize it. The reactants are: CN(C(ON1N=NC2C=CC=NC1=2)=[N+](C)C)C.F[P-](F)(F)(F)(F)F.[Cl:25][C:26]1[CH:27]=[C:28]([C:34]2([C:49]([F:52])([F:51])[F:50])[O:38][N:37]=[C:36]([C:39]3[CH:47]=[CH:46][C:42]([C:43]([OH:45])=O)=[C:41]([CH3:48])[CH:40]=3)[CH2:35]2)[CH:29]=[C:30]([Cl:33])[C:31]=1[F:32].Cl.[NH2:54][CH2:55][C:56]1[CH:67]=[CH:66][C:59]2[B:60]([OH:65])[O:61][C:62]([CH3:64])([CH3:63])[C:58]=2[CH:57]=1.Cl. (2) Given the product [C:15]([O:7][CH2:1][CH2:2][CH2:3][CH2:4][CH:5]=[CH2:6])(=[O:19])[C:16]([CH3:18])=[CH2:17], predict the reactants needed to synthesize it. The reactants are: [CH2:1]([OH:7])[CH2:2][CH2:3][CH2:4][CH:5]=[CH2:6].C(N(CC)CC)C.[C:15](Cl)(=[O:19])[C:16]([CH3:18])=[CH2:17].O. (3) Given the product [C:23]([O:22][CH2:21][CH2:20][N:10]1[CH:11]=[C:12]([C:14]2[CH:19]=[CH:18][CH:17]=[CH:16][CH:15]=2)[CH:13]=[C:9]1[CH3:8])(=[O:25])[CH3:24], predict the reactants needed to synthesize it. The reactants are: C(N(CC)CC)C.[CH3:8][C:9]1[N:10]([CH2:20][CH2:21][OH:22])[CH:11]=[C:12]([C:14]2[CH:19]=[CH:18][CH:17]=[CH:16][CH:15]=2)[CH:13]=1.[C:23](Cl)(=[O:25])[CH3:24].